Dataset: Forward reaction prediction with 1.9M reactions from USPTO patents (1976-2016). Task: Predict the product of the given reaction. (1) Given the reactants [C:1]([OH:6])(=[O:5])[C:2]([CH3:4])=[CH2:3].[CH2:7]([O:10][CH2:11][CH2:12]O)[CH:8]=[CH2:9].C1(C)C=CC=CC=1, predict the reaction product. The product is: [C:1]([O:6][CH2:12][CH2:11][O:10][CH2:7][CH:8]=[CH2:9])(=[O:5])[C:2]([CH3:4])=[CH2:3]. (2) Given the reactants [N+:1]([CH3:4])([O-:3])=[O:2].C([O-])(=O)C.[NH4+].[F:10][C:11]1[CH:12]=[C:13]2[C:18](=[CH:19][CH:20]=1)[N:17]=[C:16]([CH2:21][O:22][C:23]1[CH:30]=[CH:29][C:26]([CH:27]=O)=[C:25]([C:31]3([C:36]4[CH:41]=[CH:40][CH:39]=[CH:38][CH:37]=4)[CH2:34][CH:33]([CH3:35])[CH2:32]3)[CH:24]=1)[CH:15]=[CH:14]2, predict the reaction product. The product is: [F:10][C:11]1[CH:12]=[C:13]2[C:18](=[CH:19][CH:20]=1)[N:17]=[C:16]([CH2:21][O:22][C:23]1[CH:30]=[CH:29][C:26](/[CH:27]=[CH:4]/[N+:1]([O-:3])=[O:2])=[C:25]([C:31]3([C:36]4[CH:37]=[CH:38][CH:39]=[CH:40][CH:41]=4)[CH2:34][CH:33]([CH3:35])[CH2:32]3)[CH:24]=1)[CH:15]=[CH:14]2.